From a dataset of Peptide-MHC class I binding affinity with 185,985 pairs from IEDB/IMGT. Regression. Given a peptide amino acid sequence and an MHC pseudo amino acid sequence, predict their binding affinity value. This is MHC class I binding data. (1) The peptide sequence is SLDAKQWSV. The MHC is HLA-A02:01 with pseudo-sequence HLA-A02:01. The binding affinity (normalized) is 0.813. (2) The peptide sequence is IHAEFQASL. The MHC is HLA-A80:01 with pseudo-sequence HLA-A80:01. The binding affinity (normalized) is 0.0847. (3) The peptide sequence is VALENQHTI. The MHC is HLA-B51:01 with pseudo-sequence HLA-B51:01. The binding affinity (normalized) is 0.515. (4) The peptide sequence is KLDFIRNTK. The MHC is HLA-A11:01 with pseudo-sequence HLA-A11:01. The binding affinity (normalized) is 0.408. (5) The peptide sequence is KGWLSTYAV. The MHC is Mamu-B6601 with pseudo-sequence Mamu-B6601. The binding affinity (normalized) is 0.388. (6) The MHC is HLA-B15:01 with pseudo-sequence HLA-B15:01. The binding affinity (normalized) is 0.0847. The peptide sequence is DTFGVIDTM. (7) The peptide sequence is QATQEVKNW. The MHC is HLA-B57:03 with pseudo-sequence HLA-B57:03. The binding affinity (normalized) is 0.566.